This data is from NCI-60 drug combinations with 297,098 pairs across 59 cell lines. The task is: Regression. Given two drug SMILES strings and cell line genomic features, predict the synergy score measuring deviation from expected non-interaction effect. (1) Drug 1: CNC(=O)C1=NC=CC(=C1)OC2=CC=C(C=C2)NC(=O)NC3=CC(=C(C=C3)Cl)C(F)(F)F. Drug 2: CN1C2=C(C=C(C=C2)N(CCCl)CCCl)N=C1CCCC(=O)O.Cl. Cell line: COLO 205. Synergy scores: CSS=9.50, Synergy_ZIP=-6.39, Synergy_Bliss=-5.68, Synergy_Loewe=-1.39, Synergy_HSA=-0.987. (2) Drug 1: CCCCCOC(=O)NC1=NC(=O)N(C=C1F)C2C(C(C(O2)C)O)O. Drug 2: C(CCl)NC(=O)N(CCCl)N=O. Cell line: MALME-3M. Synergy scores: CSS=5.68, Synergy_ZIP=-0.820, Synergy_Bliss=1.41, Synergy_Loewe=-6.56, Synergy_HSA=-2.98. (3) Drug 1: CN1C(=O)N2C=NC(=C2N=N1)C(=O)N. Drug 2: CCC1=C2CN3C(=CC4=C(C3=O)COC(=O)C4(CC)O)C2=NC5=C1C=C(C=C5)O. Cell line: EKVX. Synergy scores: CSS=4.41, Synergy_ZIP=-1.42, Synergy_Bliss=-2.91, Synergy_Loewe=-51.3, Synergy_HSA=-4.50. (4) Drug 1: C1=NC2=C(N=C(N=C2N1C3C(C(C(O3)CO)O)F)Cl)N. Drug 2: CC(C)CN1C=NC2=C1C3=CC=CC=C3N=C2N. Cell line: T-47D. Synergy scores: CSS=5.49, Synergy_ZIP=-3.18, Synergy_Bliss=-0.405, Synergy_Loewe=0.923, Synergy_HSA=1.58. (5) Drug 1: C1C(C(OC1N2C=NC(=NC2=O)N)CO)O. Drug 2: N.N.Cl[Pt+2]Cl. Cell line: SK-MEL-28. Synergy scores: CSS=22.7, Synergy_ZIP=3.01, Synergy_Bliss=4.21, Synergy_Loewe=-0.463, Synergy_HSA=1.08. (6) Drug 1: CC1OCC2C(O1)C(C(C(O2)OC3C4COC(=O)C4C(C5=CC6=C(C=C35)OCO6)C7=CC(=C(C(=C7)OC)O)OC)O)O. Drug 2: CC1C(C(CC(O1)OC2CC(CC3=C2C(=C4C(=C3O)C(=O)C5=CC=CC=C5C4=O)O)(C(=O)C)O)N)O. Cell line: ACHN. Synergy scores: CSS=55.8, Synergy_ZIP=-10.2, Synergy_Bliss=-7.39, Synergy_Loewe=-3.96, Synergy_HSA=-2.42.